This data is from NCI-60 drug combinations with 297,098 pairs across 59 cell lines. The task is: Regression. Given two drug SMILES strings and cell line genomic features, predict the synergy score measuring deviation from expected non-interaction effect. Drug 1: CC1C(C(CC(O1)OC2CC(CC3=C2C(=C4C(=C3O)C(=O)C5=C(C4=O)C(=CC=C5)OC)O)(C(=O)C)O)N)O.Cl. Drug 2: CC1CCCC2(C(O2)CC(NC(=O)CC(C(C(=O)C(C1O)C)(C)C)O)C(=CC3=CSC(=N3)C)C)C. Cell line: SK-MEL-28. Synergy scores: CSS=8.62, Synergy_ZIP=-4.49, Synergy_Bliss=-2.89, Synergy_Loewe=-8.75, Synergy_HSA=-6.60.